Task: Predict the reaction yield, written as a fraction of the theoretical maximum amount of product (1.0 means a 100% yield; for example, 0.34 means a 34% yield).. Dataset: Reaction yield outcomes from USPTO patents with 853,638 reactions (1) The reactants are [C:1]([O:5][C:6]([N:8]([CH3:19])[C:9]1[CH:10]=[N:11][C:12]([C:15]([O:17]C)=[O:16])=[N:13][CH:14]=1)=[O:7])([CH3:4])([CH3:3])[CH3:2].[Li+:20].[OH-]. The catalyst is C1COCC1. The product is [C:1]([O:5][C:6]([N:8]([CH3:19])[C:9]1[CH:14]=[N:13][C:12]([C:15]([O-:17])=[O:16])=[N:11][CH:10]=1)=[O:7])([CH3:4])([CH3:3])[CH3:2].[Li+:20]. The yield is 1.00. (2) The reactants are Br[C:2]1[S:6][C:5]([C:7]([S:10]([CH3:13])(=[O:12])=[O:11])([CH3:9])[CH3:8])=[N:4][CH:3]=1.[CH3:14][C:15]1[CH:16]=[C:17]([NH:30][C:31]2[N:36]=[C:35]([C:37]([F:40])([F:39])[F:38])[CH:34]=[CH:33][N:32]=2)[CH:18]=[C:19](B2OC(C)(C)C(C)(C)O2)[CH:20]=1.O1CCOCC1.C([O-])([O-])=O.[Na+].[Na+]. The product is [CH3:14][C:15]1[CH:16]=[C:17]([NH:30][C:31]2[N:36]=[C:35]([C:37]([F:39])([F:38])[F:40])[CH:34]=[CH:33][N:32]=2)[CH:18]=[C:19]([C:2]2[S:6][C:5]([C:7]([S:10]([CH3:13])(=[O:12])=[O:11])([CH3:9])[CH3:8])=[N:4][CH:3]=2)[CH:20]=1. The catalyst is O.C1C=CC(P(C2C=CC=CC=2)[C-]2C=CC=C2)=CC=1.C1C=CC(P(C2C=CC=CC=2)[C-]2C=CC=C2)=CC=1.Cl[Pd]Cl.[Fe+2].C(Cl)Cl. The yield is 0.780. (3) The reactants are [C:1]([C:5]1[CH:10]=[CH:9][C:8]([N+:11]([O-])=O)=[CH:7][C:6]=1[O:14][CH3:15])([CH3:4])([CH3:3])[CH3:2].C([O-])=O.[K+]. The catalyst is CCO.O.[Pd]. The product is [C:1]([C:5]1[CH:10]=[CH:9][C:8]([NH2:11])=[CH:7][C:6]=1[O:14][CH3:15])([CH3:4])([CH3:2])[CH3:3]. The yield is 0.720. (4) The reactants are [Si:1]([O:8][C@@H:9]([C:25]1[CH:30]=[CH:29][CH:28]=[CH:27][C:26]=1[C:31]1[CH:36]=[CH:35][C:34]([Cl:37])=[CH:33][CH:32]=1)[CH:10]1[CH2:15][CH2:14][N:13]([C:16]2[CH:24]=[CH:23][C:19]([C:20]([OH:22])=O)=[CH:18][CH:17]=2)[CH2:12][CH2:11]1)([C:4]([CH3:7])([CH3:6])[CH3:5])([CH3:3])[CH3:2].[O:38]1[CH2:43][CH2:42][N:41]([CH2:44][CH2:45][C@@H:46]([NH:55][C:56]2[CH:61]=[CH:60][C:59]([S:62]([NH2:65])(=[O:64])=[O:63])=[CH:58][C:57]=2[S:66]([C:69]([F:72])([F:71])[F:70])(=[O:68])=[O:67])[CH2:47][S:48][C:49]2[CH:54]=[CH:53][CH:52]=[CH:51][CH:50]=2)[CH2:40][CH2:39]1. No catalyst specified. The product is [Si:1]([O:8][C@@H:9]([C:25]1[CH:30]=[CH:29][CH:28]=[CH:27][C:26]=1[C:31]1[CH:36]=[CH:35][C:34]([Cl:37])=[CH:33][CH:32]=1)[CH:10]1[CH2:11][CH2:12][N:13]([C:16]2[CH:17]=[CH:18][C:19]([C:20]([NH:65][S:62]([C:59]3[CH:60]=[CH:61][C:56]([NH:55][C@H:46]([CH2:45][CH2:44][N:41]4[CH2:42][CH2:43][O:38][CH2:39][CH2:40]4)[CH2:47][S:48][C:49]4[CH:54]=[CH:53][CH:52]=[CH:51][CH:50]=4)=[C:57]([S:66]([C:69]([F:71])([F:72])[F:70])(=[O:68])=[O:67])[CH:58]=3)(=[O:63])=[O:64])=[O:22])=[CH:23][CH:24]=2)[CH2:14][CH2:15]1)([C:4]([CH3:7])([CH3:6])[CH3:5])([CH3:3])[CH3:2]. The yield is 0.330. (5) The reactants are [N:1]1([C:7]2[C:8]3[CH:31]=[CH:30][N:29]([CH2:32][CH:33]=O)[C:9]=3[N:10]=[C:11]([C:13]3[CH:18]=[CH:17][C:16]([NH:19][C:20]([NH:22][C:23]4[CH:28]=[CH:27][N:26]=[CH:25][CH:24]=4)=[O:21])=[CH:15][CH:14]=3)[N:12]=2)[CH2:6][CH2:5][O:4][CH2:3][CH2:2]1.[NH:35]1[CH2:39][CH2:38][CH2:37][CH2:36]1.[BH3-]C#N.[Na+].[OH-].[Na+]. The catalyst is CO.[Cl-].[Cl-].[Zn+2]. The product is [N:1]1([C:7]2[C:8]3[CH:31]=[CH:30][N:29]([CH2:32][CH2:33][N:35]4[CH2:39][CH2:38][CH2:37][CH2:36]4)[C:9]=3[N:10]=[C:11]([C:13]3[CH:14]=[CH:15][C:16]([NH:19][C:20]([NH:22][C:23]4[CH:24]=[CH:25][N:26]=[CH:27][CH:28]=4)=[O:21])=[CH:17][CH:18]=3)[N:12]=2)[CH2:2][CH2:3][O:4][CH2:5][CH2:6]1. The yield is 0.250. (6) The reactants are [NH2:1][C:2]1[CH:3]=[C:4]2[C:8](=[CH:9][C:10]=1[N+:11]([O-:13])=[O:12])[C:7](=[O:14])[NH:6][C:5]2=[O:15].N[CH2:17][C@@H:18]([OH:21])[CH2:19][OH:20].N1C=CN=C1. The catalyst is C(O)CCCC. The product is [NH2:1][C:2]1[CH:3]=[C:4]2[C:8](=[CH:9][C:10]=1[N+:11]([O-:13])=[O:12])[C:7](=[O:14])[N:6]([CH2:17][C@@H:18]([OH:21])[CH2:19][OH:20])[C:5]2=[O:15]. The yield is 0.830. (7) The reactants are [Cl-].[Li+].C([Mg]Cl)(C)C.[Cl:8][C:9]1[CH:14]=[CH:13][C:12](I)=[CH:11][CH:10]=1.[O:16]=[C:17]1[CH2:20][CH:19]([C:21]([OH:23])=[O:22])[CH2:18]1. The catalyst is C1COCC1. The product is [Cl:8][C:9]1[CH:14]=[CH:13][C:12]([C:17]2([OH:16])[CH2:20][CH:19]([C:21]([OH:23])=[O:22])[CH2:18]2)=[CH:11][CH:10]=1. The yield is 0.273. (8) The reactants are Br[C:2]1[C:3]([CH3:18])=[C:4]([C:9]([O:16]C)=[C:10]([C:12]([CH3:15])([CH3:14])[CH3:13])[CH:11]=1)[C:5]([O:7]C)=[O:6].[C:19]1(B(O)O)[CH:24]=[CH:23][CH:22]=[CH:21][CH:20]=1. The yield is 0.820. No catalyst specified. The product is [C:12]([C:10]1[C:9]([OH:16])=[C:4]([C:5]([OH:7])=[O:6])[C:3]([CH3:18])=[C:2]([C:19]2[CH:24]=[CH:23][CH:22]=[CH:21][CH:20]=2)[CH:11]=1)([CH3:15])([CH3:14])[CH3:13]. (9) The reactants are [Cl:1][C:2]1[C:7]([F:8])=[C:6]([F:9])[CH:5]=[CH:4][C:3]=1[CH2:10][NH:11][C:12]([CH:14]1[CH2:18][NH:17][C:16](=[O:19])[N:15]1[CH3:20])=[O:13].Cl.[CH3:22][C:23]1[N:24]=[CH:25][NH:26][C:27]=1[CH2:28]O.O.C1(C)C=CC(S(O)(=O)=O)=CC=1. The catalyst is CN1CCCC1=O.ClCCl. The product is [Cl:1][C:2]1[C:7]([F:8])=[C:6]([F:9])[CH:5]=[CH:4][C:3]=1[CH2:10][NH:11][C:12]([CH:14]1[CH2:18][N:17]([CH2:28][C:27]2[NH:26][CH:25]=[N:24][C:23]=2[CH3:22])[C:16](=[O:19])[N:15]1[CH3:20])=[O:13]. The yield is 0.740.